From a dataset of Catalyst prediction with 721,799 reactions and 888 catalyst types from USPTO. Predict which catalyst facilitates the given reaction. (1) Product: [F:8][C:9]1[CH:14]=[C:13]([S:3]([CH3:24])(=[O:5])=[O:2])[CH:12]=[CH:11][C:10]=1[C:17]1[N:22]=[CH:21][C:20]([OH:23])=[CH:19][CH:18]=1. The catalyst class is: 6. Reactant: O[O:2][S:3]([O-:5])=O.[K+].Cl.[F:8][C:9]1[CH:14]=[C:13](SC)[CH:12]=[CH:11][C:10]=1[C:17]1[N:22]=[CH:21][C:20]([OH:23])=[CH:19][CH:18]=1.[CH3:24]C(C)=O. (2) Reactant: [H-].[Al+3].[Li+].[H-].[H-].[H-].C[O:8][C:9]([CH:11]1[CH2:16][N:15]([CH2:17][C:18]2[CH:23]=[CH:22][CH:21]=[CH:20][CH:19]=2)[CH2:14][CH2:13][N:12]1[CH2:24][C:25]1[CH:30]=[CH:29][CH:28]=[CH:27][CH:26]=1)=O.[OH-].[Na+]. Product: [CH2:24]([N:12]1[CH2:13][CH2:14][N:15]([CH2:17][C:18]2[CH:23]=[CH:22][CH:21]=[CH:20][CH:19]=2)[CH2:16][CH:11]1[CH2:9][OH:8])[C:25]1[CH:26]=[CH:27][CH:28]=[CH:29][CH:30]=1. The catalyst class is: 6. (3) Reactant: [C:1]([O:5][C:6]([N:8]1[CH2:11][C:10](=O)[CH2:9]1)=[O:7])([CH3:4])([CH3:3])[CH3:2].[CH3:13][O:14][C:15]([CH:17]=P(C1C=CC=CC=1)(C1C=CC=CC=1)C1C=CC=CC=1)=[O:16]. Product: [C:1]([O:5][C:6]([N:8]1[CH2:11][C:10](=[CH:17][C:15]([O:14][CH3:13])=[O:16])[CH2:9]1)=[O:7])([CH3:4])([CH3:3])[CH3:2]. The catalyst class is: 11. (4) Reactant: [Br:1][C:2]1[CH:7]=[CH:6][C:5]([N:8]2[C:12](=[O:13])[NH:11][N:10]=[C:9]2[CH2:14][C@@H:15]2[CH2:19][CH2:18][N:17]([C:20](=[O:23])[CH2:21][CH3:22])[CH2:16]2)=[C:4]([F:24])[CH:3]=1.[CH3:25]N(C)C=O.IC.[H-].[Na+]. Product: [Br:1][C:2]1[CH:7]=[CH:6][C:5]([N:8]2[C:12](=[O:13])[N:11]([CH3:25])[N:10]=[C:9]2[CH2:14][C@@H:15]2[CH2:19][CH2:18][N:17]([C:20](=[O:23])[CH2:21][CH3:22])[CH2:16]2)=[C:4]([F:24])[CH:3]=1. The catalyst class is: 69. (5) Reactant: Cl[C:2]1[N:7]2[N:8]=[CH:9][CH:10]=[C:6]2[N:5]=[C:4]([C:11]([O:13][CH3:14])=[O:12])[CH:3]=1.[NH2:15][C@@H:16]1[C:24]2[C:19](=[C:20]([CH3:32])[C:21]([C:25]([O:27][C:28]([CH3:31])([CH3:30])[CH3:29])=[O:26])=[CH:22][CH:23]=2)[CH2:18][CH2:17]1. Product: [C:28]([O:27][C:25]([C:21]1[C:20]([CH3:32])=[C:19]2[C:24](=[CH:23][CH:22]=1)[C@@H:16]([NH:15][C:2]1[N:7]3[N:8]=[CH:9][CH:10]=[C:6]3[N:5]=[C:4]([C:11]([O:13][CH3:14])=[O:12])[CH:3]=1)[CH2:17][CH2:18]2)=[O:26])([CH3:31])([CH3:30])[CH3:29]. The catalyst class is: 3. (6) Reactant: [C:1]1([S:7]([C:10]2[CH:11]=[C:12]3[C:17](=[CH:18][CH:19]=2)[C:16]([CH2:20][NH2:21])=[CH:15][CH:14]=[CH:13]3)(=[O:9])=[O:8])[CH:6]=[CH:5][CH:4]=[CH:3][CH:2]=1.[CH2:22]([O:29][C:30]([N:32]([CH2:34][C:35](O)=[O:36])[CH3:33])=[O:31])[C:23]1[CH:28]=[CH:27][CH:26]=[CH:25][CH:24]=1.ON1C2C=CC=CC=2N=N1.CC[N+](CCCN(C)C)=C=N. Product: [CH2:22]([O:29][C:30](=[O:31])[N:32]([CH2:34][C:35](=[O:36])[NH:21][CH2:20][C:16]1[C:17]2[C:12](=[CH:11][C:10]([S:7]([C:1]3[CH:2]=[CH:3][CH:4]=[CH:5][CH:6]=3)(=[O:9])=[O:8])=[CH:19][CH:18]=2)[CH:13]=[CH:14][CH:15]=1)[CH3:33])[C:23]1[CH:28]=[CH:27][CH:26]=[CH:25][CH:24]=1. The catalyst class is: 347. (7) Reactant: O.[C:2]1([CH3:12])[CH:7]=[CH:6][C:5]([S:8]([OH:11])(=[O:10])=[O:9])=[CH:4][CH:3]=1.[S:13]1[CH:17]=[CH:16][C:15]2[C:18]([N:22]3[CH2:27][CH2:26][N:25]([CH2:28][CH2:29][CH2:30][O:31][C:32]4[CH:41]=[C:40]5[C:35]([CH2:36][CH2:37][N:38]([CH3:43])[C:39]5=[O:42])=[CH:34][CH:33]=4)[CH2:24][CH2:23]3)=[CH:19][CH:20]=[CH:21][C:14]1=2. Product: [C:2]1([CH3:12])[CH:3]=[CH:4][C:5]([S:8]([OH:11])(=[O:9])=[O:10])=[CH:6][CH:7]=1.[S:13]1[CH:17]=[CH:16][C:15]2[C:18]([N:22]3[CH2:23][CH2:24][N:25]([CH2:28][CH2:29][CH2:30][O:31][C:32]4[CH:41]=[C:40]5[C:35]([CH2:36][CH2:37][N:38]([CH3:43])[C:39]5=[O:42])=[CH:34][CH:33]=4)[CH2:26][CH2:27]3)=[CH:19][CH:20]=[CH:21][C:14]1=2. The catalyst class is: 138. (8) Reactant: [N:1]1[N:5]2[CH:6]=[CH:7][CH:8]=[CH:9][C:4]2=[CH:3][C:2]=1[OH:10].C([O-])([O-])=O.[K+].[K+].Cl.Cl[CH2:19][CH2:20][N:21]1[CH2:26][CH2:25][O:24][CH2:23][CH2:22]1.[Na+].[I-]. Product: [N:1]1[N:5]2[CH:6]=[CH:7][CH:8]=[CH:9][C:4]2=[CH:3][C:2]=1[O:10][CH2:19][CH2:20][N:21]1[CH2:26][CH2:25][O:24][CH2:23][CH2:22]1. The catalyst class is: 3.